From a dataset of Full USPTO retrosynthesis dataset with 1.9M reactions from patents (1976-2016). Predict the reactants needed to synthesize the given product. Given the product [OH:11][CH:5]1[CH2:4][C:3]2[C:7](=[CH:8][CH:9]=[CH:10][C:2]=2[NH:1][C:13]2[N:18]=[CH:17][N:16]=[C:15]([C:19]3[CH:24]=[CH:23][C:22]([C:25]([F:28])([F:26])[F:27])=[CH:21][C:20]=3[NH:29][C:30](=[O:36])[O:31][C:32]([CH3:34])([CH3:33])[CH3:35])[CH:14]=2)[CH2:6]1, predict the reactants needed to synthesize it. The reactants are: [NH2:1][C:2]1[CH:10]=[CH:9][CH:8]=[C:7]2[C:3]=1[CH2:4][CH:5]([OH:11])[CH2:6]2.Cl[C:13]1[N:18]=[CH:17][N:16]=[C:15]([C:19]2[CH:24]=[CH:23][C:22]([C:25]([F:28])([F:27])[F:26])=[CH:21][C:20]=2[NH:29][C:30](=[O:36])[O:31][C:32]([CH3:35])([CH3:34])[CH3:33])[CH:14]=1.